This data is from Forward reaction prediction with 1.9M reactions from USPTO patents (1976-2016). The task is: Predict the product of the given reaction. (1) Given the reactants [NH2:1][C:2]1[CH:10]=[CH:9][CH:8]=[C:7]2[C:3]=1[C:4]([CH:20]1[CH2:22][CH2:21]1)=[N:5][N:6]2[CH2:11][C:12]1[N:17]=[C:16]([CH3:18])[C:15]([OH:19])=[CH:14][CH:13]=1.[C:23]([Si:27](Cl)([CH3:29])[CH3:28])([CH3:26])([CH3:25])[CH3:24].N1C=CN=C1, predict the reaction product. The product is: [Si:27]([O:19][C:15]1[CH:14]=[CH:13][C:12]([CH2:11][N:6]2[C:7]3[CH:8]=[CH:9][CH:10]=[C:2]([NH2:1])[C:3]=3[C:4]([CH:20]3[CH2:22][CH2:21]3)=[N:5]2)=[N:17][C:16]=1[CH3:18])([C:23]([CH3:26])([CH3:25])[CH3:24])([CH3:29])[CH3:28]. (2) Given the reactants Cl[C:2]1[C:7]([N+:8]([O-:10])=[O:9])=[C:6]([NH:11][CH:12]([CH2:15][CH3:16])[CH2:13][CH3:14])[CH:5]=[C:4]([CH3:17])[N:3]=1.[CH3:18][C:19]1[CH:24]=[C:23]([CH3:25])[CH:22]=[C:21]([CH3:26])[C:20]=1[OH:27].CC(C)([O-])C.[K+], predict the reaction product. The product is: [CH2:13]([CH:12]([NH:11][C:6]1[CH:5]=[C:4]([CH3:17])[N:3]=[C:2]([O:27][C:20]2[C:21]([CH3:26])=[CH:22][C:23]([CH3:25])=[CH:24][C:19]=2[CH3:18])[C:7]=1[N+:8]([O-:10])=[O:9])[CH2:15][CH3:16])[CH3:14].